This data is from Catalyst prediction with 721,799 reactions and 888 catalyst types from USPTO. The task is: Predict which catalyst facilitates the given reaction. (1) Reactant: [NH2:1][C:2]1[CH:3]=[N:4][CH:5]=[CH:6][C:7]=1[N:8]1[CH2:13][C@H:12]([CH3:14])[CH2:11][C@H:10]([NH:15][C:16](=[O:22])[O:17][C:18]([CH3:21])([CH3:20])[CH3:19])[CH2:9]1.[C:23]([O:27][C:28]([NH:30][C:31]1[O:39][C:38]2[C:33](=[N:34][CH:35]=[C:36]([CH:40]3[CH2:42][CH2:41]3)[CH:37]=2)[C:32]=1[C:43](O)=[O:44])=[O:29])([CH3:26])([CH3:25])[CH3:24].CCN(C(C)C)C(C)C.CN(C(ON1N=NC2C=CC=NC1=2)=[N+](C)C)C.F[P-](F)(F)(F)(F)F. Product: [C:23]([O:27][C:28]([NH:30][C:31]1[O:39][C:38]2[C:33](=[N:34][CH:35]=[C:36]([CH:40]3[CH2:42][CH2:41]3)[CH:37]=2)[C:32]=1[C:43]([NH:1][C:2]1[CH:3]=[N:4][CH:5]=[CH:6][C:7]=1[N:8]1[CH2:13][C@H:12]([CH3:14])[CH2:11][C@H:10]([NH:15][C:16](=[O:22])[O:17][C:18]([CH3:21])([CH3:20])[CH3:19])[CH2:9]1)=[O:44])=[O:29])([CH3:26])([CH3:24])[CH3:25]. The catalyst class is: 26. (2) Reactant: [CH3:1][O:2][C:3]1[CH:15]=[CH:14][CH:13]=[CH:12][C:4]=1[O:5][CH:6]1[CH2:11][CH2:10][CH2:9][CH2:8][O:7]1.[CH2:16]([Li])[CH2:17][CH2:18][CH3:19].CN(OC)C(=[O:25])C. Product: [CH:18]1([C:19]([C:12]2[CH:13]=[CH:14][CH:15]=[C:3]([O:2][CH3:1])[C:4]=2[O:5][CH:6]2[CH2:11][CH2:10][CH2:9][CH2:8][O:7]2)=[O:25])[CH2:16][CH2:17]1. The catalyst class is: 7. (3) Reactant: [NH2:1][C:2]([CH3:6])([CH3:5])[CH2:3][OH:4].[Cl:7][C:8]1[CH:16]=[CH:15][C:11]([C:12](Cl)=O)=[CH:10][CH:9]=1.O=S(Cl)Cl.[OH-].[Na+]. Product: [Cl:7][C:8]1[CH:16]=[CH:15][C:11]([CH:12]2[NH:1][C:2]([CH3:6])([CH3:5])[CH2:3][O:4]2)=[CH:10][CH:9]=1. The catalyst class is: 268. (4) Reactant: Cl.[Cl:2][C:3]1[C:8]([OH:9])=[CH:7][CH:6]=[CH:5][N:4]=1.[H-].[Na+].Cl[CH2:13][CH:14]1[CH2:16][O:15]1.O. Product: [Cl:2][C:3]1[C:8]([O:9][CH2:13][CH:14]2[CH2:16][O:15]2)=[CH:7][CH:6]=[CH:5][N:4]=1. The catalyst class is: 3. (5) Reactant: Cl[C:2]1[C:11]2[C:6](=[C:7]([OH:12])[CH:8]=[CH:9][CH:10]=2)[N:5]=[C:4]([CH3:13])[CH:3]=1.O.[NH2:15][NH2:16]. Product: [NH:15]([C:2]1[C:11]2[C:6](=[C:7]([OH:12])[CH:8]=[CH:9][CH:10]=2)[N:5]=[C:4]([CH3:13])[CH:3]=1)[NH2:16]. The catalyst class is: 12. (6) Reactant: [C:1]([CH2:3]P(=O)(OCC)OCC)#[N:2].[H-].[Na+].[CH3:14][C:15]1[S:16][C:17]2[C:26]3[C:25](=O)[CH2:24][CH2:23][C:22]=3[CH:21]=[CH:20][C:18]=2[N:19]=1.C(=O)([O-])O.[Na+]. Product: [CH3:14][C:15]1[S:16][C:17]2[C:26]3[C:25](=[CH:3][C:1]#[N:2])[CH2:24][CH2:23][C:22]=3[CH:21]=[CH:20][C:18]=2[N:19]=1. The catalyst class is: 7.